From a dataset of Forward reaction prediction with 1.9M reactions from USPTO patents (1976-2016). Predict the product of the given reaction. (1) Given the reactants [Cl:1][C:2]1[CH:3]=[C:4]2[C:8](=[CH:9][CH:10]=1)[N:7]([CH2:11][C:12]([O:14]CC)=[O:13])[C:6](=[O:17])[CH2:5]2, predict the reaction product. The product is: [Cl:1][C:2]1[CH:3]=[C:4]2[C:8](=[CH:9][CH:10]=1)[N:7]([CH2:11][C:12]([OH:14])=[O:13])[C:6](=[O:17])[CH2:5]2. (2) Given the reactants [OH:1][C@H:2]1[C@H:6]([OH:7])[C@@H:5]([CH2:8][C:9]([NH:11][CH3:12])=[O:10])[N:4]([C:13]([O:15][C:16]([CH3:19])([CH3:18])[CH3:17])=[O:14])[C@@H:3]1[CH2:20][OH:21].N1C=CN=C1.Cl[Si:28]([CH:41]([CH3:43])[CH3:42])([CH:38]([CH3:40])[CH3:39])[O:29][Si:30](Cl)([CH:34]([CH3:36])[CH3:35])[CH:31]([CH3:33])[CH3:32], predict the reaction product. The product is: [OH:7][C@@H:6]1[C@@H:5]([CH2:8][C:9]([NH:11][CH3:12])=[O:10])[N:4]([C:13]([O:15][C:16]([CH3:17])([CH3:18])[CH3:19])=[O:14])[C@@H:3]2[CH2:20][O:21][Si:28]([CH:38]([CH3:40])[CH3:39])([CH:41]([CH3:43])[CH3:42])[O:29][Si:30]([CH:34]([CH3:36])[CH3:35])([CH:31]([CH3:32])[CH3:33])[O:1][C@@H:2]12. (3) Given the reactants [Cl:1][C:2]1[C:3]([CH3:16])=[C:4]([C:8]([OH:15])=[C:9]([C:11]([CH3:14])([CH3:13])[CH3:12])[CH:10]=1)[C:5]([OH:7])=O.[CH2:17]([C:19]1[CH:25]=[C:24]([S:26]([C:29]([F:32])([F:31])[F:30])(=[O:28])=[O:27])[CH:23]=[CH:22][C:20]=1[NH2:21])[CH3:18], predict the reaction product. The product is: [C:11]([C:9]1[C:8]([OH:15])=[C:4]([C:3]([CH3:16])=[C:2]([Cl:1])[CH:10]=1)[C:5]([NH:21][C:20]1[CH:22]=[CH:23][C:24]([S:26]([C:29]([F:32])([F:30])[F:31])(=[O:28])=[O:27])=[CH:25][C:19]=1[CH2:17][CH3:18])=[O:7])([CH3:14])([CH3:13])[CH3:12]. (4) Given the reactants [Br:1][CH2:2][CH2:3][OH:4].[CH:5]([N:8]([CH:16]([CH3:18])[CH3:17])[P:9](Cl)[O:10][CH2:11][CH2:12][C:13]#[N:14])([CH3:7])[CH3:6].N1C=NN=N1, predict the reaction product. The product is: [Br:1][CH2:2][CH2:3][O:4][P:9]([N:8]([CH:16]([CH3:18])[CH3:17])[CH:5]([CH3:6])[CH3:7])[O:10][CH2:11][CH2:12][C:13]#[N:14]. (5) Given the reactants Cl[C:2]1[N:7]=[C:6]([C:8]2[CH:13]=[CH:12][CH:11]=[CH:10][CH:9]=2)[C:5]([C:14]2[CH:15]=[CH:16][C:17](=[O:23])[N:18]([CH:20]([CH3:22])[CH3:21])[N:19]=2)=[CH:4][CH:3]=1.O.[NH2:25][NH2:26], predict the reaction product. The product is: [NH:25]([C:2]1[N:7]=[C:6]([C:8]2[CH:13]=[CH:12][CH:11]=[CH:10][CH:9]=2)[C:5]([C:14]2[CH:15]=[CH:16][C:17](=[O:23])[N:18]([CH:20]([CH3:22])[CH3:21])[N:19]=2)=[CH:4][CH:3]=1)[NH2:26]. (6) Given the reactants C([O:4][C:5]1[CH:14]=[C:13]2[C:8]([C:9](=[O:17])[CH2:10][C:11]([CH3:16])([CH3:15])[O:12]2)=[CH:7][CH:6]=1)C=C.CN(C)[C:20]1[CH:25]=CC=C[CH:21]=1, predict the reaction product. The product is: [CH2:25]([C:14]1[C:5]([OH:4])=[CH:6][CH:7]=[C:8]2[C:13]=1[O:12][C:11]([CH3:15])([CH3:16])[CH2:10][C:9]2=[O:17])[CH:20]=[CH2:21].